This data is from Forward reaction prediction with 1.9M reactions from USPTO patents (1976-2016). The task is: Predict the product of the given reaction. (1) Given the reactants [CH3:1][O:2][C:3]1[CH:8]=[CH:7][CH:6]=[CH:5][C:4]=1[C:9]1[C:17]2[C:12](=[N:13][CH:14]=[C:15]([C:18]3[CH:19]=[C:20]([CH2:24][C:25]([OH:27])=O)[CH:21]=[CH:22][CH:23]=3)[CH:16]=2)[N:11]([CH2:28][O:29][CH2:30][CH2:31][Si:32]([CH3:35])([CH3:34])[CH3:33])[N:10]=1.[CH3:36][NH:37][CH3:38].C(N(C(C)C)CC)(C)C, predict the reaction product. The product is: [CH3:1][O:2][C:3]1[CH:8]=[CH:7][CH:6]=[CH:5][C:4]=1[C:9]1[C:17]2[C:12](=[N:13][CH:14]=[C:15]([C:18]3[CH:19]=[C:20]([CH2:24][C:25]([N:37]([CH3:38])[CH3:36])=[O:27])[CH:21]=[CH:22][CH:23]=3)[CH:16]=2)[N:11]([CH2:28][O:29][CH2:30][CH2:31][Si:32]([CH3:35])([CH3:34])[CH3:33])[N:10]=1. (2) The product is: [NH2:3][CH2:4][C:5]1[CH:13]=[CH:12][CH:11]=[C:10]2[C:6]=1[C:7](=[O:23])[N:8]([CH:15]1[CH2:20][CH2:19][C:18](=[O:21])[NH:17][C:16]1=[O:22])[C:9]2=[O:14]. Given the reactants CN(C)[N:3]=[CH:4][C:5]1[CH:13]=[CH:12][CH:11]=[C:10]2[C:6]=1[C:7](=[O:23])[N:8]([CH:15]1[CH2:20][CH2:19][C:18](=[O:21])[NH:17][C:16]1=[O:22])[C:9]2=[O:14].[H][H], predict the reaction product.